From a dataset of Reaction yield outcomes from USPTO patents with 853,638 reactions. Predict the reaction yield, written as a fraction of the theoretical maximum amount of product (1.0 means a 100% yield; for example, 0.34 means a 34% yield). The reactants are [Br:1][C:2]1[CH:7]=[CH:6][C:5](O)=[C:4]([CH:9]([C:12]2[CH:17]=[CH:16][C:15]([CH:18]([CH3:20])[CH3:19])=[CH:14][CH:13]=2)[CH2:10][OH:11])[CH:3]=1. The catalyst is CO. The product is [Br:1][C:2]1[CH:7]=[CH:6][C:5]2[O:11][CH2:10][CH:9]([C:12]3[CH:17]=[CH:16][C:15]([CH:18]([CH3:20])[CH3:19])=[CH:14][CH:13]=3)[C:4]=2[CH:3]=1. The yield is 0.620.